Dataset: Full USPTO retrosynthesis dataset with 1.9M reactions from patents (1976-2016). Task: Predict the reactants needed to synthesize the given product. (1) Given the product [Cl:21][C:8]1[CH:9]=[CH:10][C:11]([NH:13][C:14]([O:16][C:17]([CH3:20])([CH3:19])[CH3:18])=[O:15])=[CH:12][C:7]=1[CH2:6][C:22]#[N:23], predict the reactants needed to synthesize it. The reactants are: S(O[CH2:6][C:7]1[CH:12]=[C:11]([NH:13][C:14]([O:16][C:17]([CH3:20])([CH3:19])[CH3:18])=[O:15])[CH:10]=[CH:9][C:8]=1[Cl:21])(=O)(=O)C.[C-:22]#[N:23].[Na+].O. (2) The reactants are: [F:1][C:2]1[CH:3]=[C:4]([C:26](O)([CH3:28])[CH3:27])[CH:5]=[CH:6][C:7]=1[C:8]1[S:9][C:10]2[C:15]([N:16]=1)=[CH:14][CH:13]=[C:12]([C:17]1([C:20]3[CH:25]=[CH:24][CH:23]=[CH:22][CH:21]=3)[CH2:19][CH2:18]1)[N:11]=2.[Cl:30][CH2:31][C:32]#[N:33].C(O)(=[O:36])C.S(=O)(=O)(O)O. Given the product [Cl:30][CH2:31][C:32]([NH:33][C:26]([C:4]1[CH:5]=[CH:6][C:7]([C:8]2[S:9][C:10]3[C:15]([N:16]=2)=[CH:14][CH:13]=[C:12]([C:17]2([C:20]4[CH:25]=[CH:24][CH:23]=[CH:22][CH:21]=4)[CH2:18][CH2:19]2)[N:11]=3)=[C:2]([F:1])[CH:3]=1)([CH3:28])[CH3:27])=[O:36], predict the reactants needed to synthesize it. (3) Given the product [CH3:19][N:12]1[C:13]2[N:14]=[CH:15][N:16]=[CH:17][C:18]=2[C:10]([C:8]([C:4]2[CH:3]=[C:2]([NH:1][C:29]([C:26]3([C:20]4[CH:25]=[CH:24][CH:23]=[CH:22][CH:21]=4)[CH2:28][CH2:27]3)=[O:30])[CH:7]=[N:6][CH:5]=2)=[O:9])=[CH:11]1, predict the reactants needed to synthesize it. The reactants are: [NH2:1][C:2]1[CH:3]=[C:4]([C:8]([C:10]2[C:18]3[CH:17]=[N:16][CH:15]=[N:14][C:13]=3[N:12]([CH3:19])[CH:11]=2)=[O:9])[CH:5]=[N:6][CH:7]=1.[C:20]1([C:26]2([C:29](O)=[O:30])[CH2:28][CH2:27]2)[CH:25]=[CH:24][CH:23]=[CH:22][CH:21]=1. (4) Given the product [CH3:1][O:2][C:3](=[O:22])[C:4]1[CH:9]=[C:8]([O:10][CH2:11][C:12]2[CH:13]=[CH:14][CH:15]=[CH:16][CH:17]=2)[CH:7]=[CH:6][C:5]=1[C:18]#[C:19][CH2:20][O:21][Si:32]([C:29]([CH3:31])([CH3:30])[CH3:28])([CH3:34])[CH3:33], predict the reactants needed to synthesize it. The reactants are: [CH3:1][O:2][C:3](=[O:22])[C:4]1[CH:9]=[C:8]([O:10][CH2:11][C:12]2[CH:17]=[CH:16][CH:15]=[CH:14][CH:13]=2)[CH:7]=[CH:6][C:5]=1[C:18]#[C:19][CH2:20][OH:21].N1C=CN=C1.[CH3:28][C:29]([Si:32](Cl)([CH3:34])[CH3:33])([CH3:31])[CH3:30]. (5) Given the product [CH:2]1([N:5]([CH2:36][C:37]2[CH:42]=[CH:41][CH:40]=[C:39]([CH3:43])[C:38]=2[CH3:44])[C:6]([CH:8]2[C@@H:13]([NH:14][C:15](=[O:35])[C:16]3[CH:21]=[CH:20][C:19]([O:22][CH2:23][CH2:24][O:25][C:26]4[C:27]([Cl:34])=[CH:28][C:29]([CH3:33])=[CH:30][C:31]=4[Cl:32])=[CH:18][CH:17]=3)[CH2:12][CH2:11][NH:10][CH2:9]2)=[O:7])[CH2:4][CH2:3]1, predict the reactants needed to synthesize it. The reactants are: Cl.[CH:2]1([N:5]([CH2:36][C:37]2[CH:42]=[CH:41][CH:40]=[C:39]([CH3:43])[C:38]=2[CH3:44])[C:6]([CH:8]2[C@@H:13]([NH:14][C:15](=[O:35])[C:16]3[CH:21]=[CH:20][C:19]([O:22][CH2:23][CH2:24][O:25][C:26]4[C:31]([Cl:32])=[CH:30][C:29]([CH3:33])=[CH:28][C:27]=4[Cl:34])=[CH:18][CH:17]=3)[CH2:12][CH2:11][NH:10][CH2:9]2)=[O:7])[CH2:4][CH2:3]1.C(N(CC)CC)C.O. (6) Given the product [CH3:35][O:34][C:27]1[N:26]=[CH:25][C:24]([N:22]2[CH2:21][CH2:20][C:16]3[N:17]=[CH:18][N:19]=[C:14]([NH:13][C@H:10]4[CH2:11][CH2:12][N:8]([C:6](=[O:7])[CH2:36][CH3:38])[CH2:9]4)[C:15]=3[CH2:23]2)=[CH:29][C:28]=1[C:30]([F:33])([F:31])[F:32], predict the reactants needed to synthesize it. The reactants are: C(O[C:6]([N:8]1[CH2:12][CH2:11][C@H:10]([NH:13][C:14]2[C:15]3[CH2:23][N:22]([C:24]4[CH:25]=[N:26][C:27]([O:34][CH3:35])=[C:28]([C:30]([F:33])([F:32])[F:31])[CH:29]=4)[CH2:21][CH2:20][C:16]=3[N:17]=[CH:18][N:19]=2)[CH2:9]1)=[O:7])(C)(C)C.[C:36](O)([C:38](F)(F)F)=O.C([O-])(O)=O.[Na+].C(Cl)(=O)CC. (7) Given the product [CH3:1][O:2][C:3](=[O:21])[CH2:4][C:9]1[C:14]([N+:15]([O-:17])=[O:16])=[CH:13][CH:12]=[CH:11][C:10]=1[N+:18]([O-:20])=[O:19], predict the reactants needed to synthesize it. The reactants are: [CH3:1][O:2][C:3](=[O:21])[CH:4]([C:9]1[C:14]([N+:15]([O-:17])=[O:16])=[CH:13][CH:12]=[CH:11][C:10]=1[N+:18]([O-:20])=[O:19])C(OC)=O.Cl(O)(=O)(=O)=O.C(OCC)(=O)C.CO. (8) Given the product [Br:25][C:23]1[C:22]2[C:17](=[CH:18][CH:19]=[CH:20][CH:21]=2)[CH:16]=[C:15]([CH2:13][C:12]2[S:8][C:9]3[CH:29]=[CH:28][CH:27]=[CH:26][C:10]=3[CH:11]=2)[CH:24]=1, predict the reactants needed to synthesize it. The reactants are: C([SiH](CC)CC)C.[S:8]1[C:12]([CH:13]([C:15]2[CH:24]=[C:23]([Br:25])[C:22]3[C:17](=[CH:18][CH:19]=[CH:20][CH:21]=3)[CH:16]=2)O)=[CH:11][C:10]2[CH:26]=[CH:27][CH:28]=[CH:29][C:9]1=2.CO.O.